Dataset: Reaction yield outcomes from USPTO patents with 853,638 reactions. Task: Predict the reaction yield, written as a fraction of the theoretical maximum amount of product (1.0 means a 100% yield; for example, 0.34 means a 34% yield). The reactants are Br[C:2]1[CH:3]=[C:4]2[C:9](=[CH:10][CH:11]=1)[N:8]=[C:7]([NH:12][CH2:13][C:14]1[CH:19]=[CH:18][CH:17]=[CH:16][C:15]=1[O:20][CH3:21])[CH:6]=[CH:5]2.O.[CH3:23][N:24](C=O)C. The catalyst is [C-]#N.[Zn+2].[C-]#N.[Pd].C1(P(C2C=CC=CC=2)C2C=CC=CC=2)C=CC=CC=1.C1(P(C2C=CC=CC=2)C2C=CC=CC=2)C=CC=CC=1.C1(P(C2C=CC=CC=2)C2C=CC=CC=2)C=CC=CC=1.C1(P(C2C=CC=CC=2)C2C=CC=CC=2)C=CC=CC=1. The product is [CH3:21][O:20][C:15]1[CH:16]=[CH:17][CH:18]=[CH:19][C:14]=1[CH2:13][NH:12][C:7]1[CH:6]=[CH:5][C:4]2[C:9](=[CH:10][CH:11]=[C:2]([C:23]#[N:24])[CH:3]=2)[N:8]=1. The yield is 0.950.